Dataset: Full USPTO retrosynthesis dataset with 1.9M reactions from patents (1976-2016). Task: Predict the reactants needed to synthesize the given product. The reactants are: [NH2:1][C:2]1[CH:7]=[C:6]([CH3:8])[C:5]([Cl:9])=[CH:4][C:3]=1[NH:10][CH2:11][CH2:12][CH2:13][CH2:14][CH2:15][CH2:16][C:17]([O:19][C:20]([CH3:23])([CH3:22])[CH3:21])=[O:18].[B]=O.[NH:26]1[C:34](=[O:35])[C:32](=O)[C:30](=O)[NH:29][C:27]1=[O:28]. Given the product [Cl:9][C:5]1[C:6]([CH3:8])=[CH:7][C:2]2[N:1]=[C:32]3[C:30]([N:10]([CH2:11][CH2:12][CH2:13][CH2:14][CH2:15][CH2:16][C:17]([O:19][C:20]([CH3:23])([CH3:22])[CH3:21])=[O:18])[C:3]=2[CH:4]=1)=[N:29][C:27](=[O:28])[NH:26][C:34]3=[O:35], predict the reactants needed to synthesize it.